From a dataset of Reaction yield outcomes from USPTO patents with 853,638 reactions. Predict the reaction yield, written as a fraction of the theoretical maximum amount of product (1.0 means a 100% yield; for example, 0.34 means a 34% yield). (1) The catalyst is ClCCCl.C(Cl)Cl. The product is [Cl:8][C:7]1[CH:6]=[CH:5][C:4]([S:9]([NH:12][C@H:13]2[CH2:14][CH2:15][C@H:16]([C:19]([O:21][CH3:22])=[O:20])[CH2:17][CH2:18]2)(=[O:10])=[O:11])=[CH:3][C:2]=1[NH:1][CH2:23][CH3:24]. The yield is 0.648. The reactants are [NH2:1][C:2]1[CH:3]=[C:4]([S:9]([NH:12][C@H:13]2[CH2:18][CH2:17][C@H:16]([C:19]([O:21][CH3:22])=[O:20])[CH2:15][CH2:14]2)(=[O:11])=[O:10])[CH:5]=[CH:6][C:7]=1[Cl:8].[CH:23](=O)[CH3:24].C(O[BH-](OC(=O)C)OC(=O)C)(=O)C.[Na+]. (2) The catalyst is O.O1CCOCC1. The product is [CH3:25][O:24][C:21]1[CH:20]=[CH:19][C:18]([C:16]2[N:17]=[C:13]([C:11]3[CH:12]=[C:7]([C:5]([OH:6])=[O:4])[C:8]([C:26]4[CH:31]=[CH:30][CH:29]=[CH:28][C:27]=4[N+:32]([O-:34])=[O:33])=[CH:9][CH:10]=3)[S:14][CH:15]=2)=[CH:23][CH:22]=1. The reactants are [OH-].[Na+].C[O:4][C:5]([C:7]1[C:8]([C:26]2[CH:31]=[CH:30][CH:29]=[CH:28][C:27]=2[N+:32]([O-:34])=[O:33])=[CH:9][CH:10]=[C:11]([C:13]2[S:14][CH:15]=[C:16]([C:18]3[CH:23]=[CH:22][C:21]([O:24][CH3:25])=[CH:20][CH:19]=3)[N:17]=2)[CH:12]=1)=[O:6]. The yield is 0.370. (3) The reactants are [NH2:1][C:2]1[N:7]=[CH:6][C:5]([C:8]2[CH:9]=[C:10]([NH2:19])[C:11]([NH:14][C:15]([CH3:18])([CH3:17])[CH3:16])=[CH:12][CH:13]=2)=[CH:4][N:3]=1.[Cl:20][C:21]1[CH:22]=[CH:23][C:24]([N:29]2[CH:33]=[CH:32][CH:31]=[N:30]2)=[C:25]([CH:28]=1)[CH:26]=O.OOS([O-])=O.[K+].S([O-])([O-])(=O)=S.[Na+].[Na+]. The catalyst is CN(C=O)C.O. The product is [C:15]([N:14]1[C:11]2[CH:12]=[CH:13][C:8]([C:5]3[CH:4]=[N:3][C:2]([NH2:1])=[N:7][CH:6]=3)=[CH:9][C:10]=2[N:19]=[C:26]1[C:25]1[CH:28]=[C:21]([Cl:20])[CH:22]=[CH:23][C:24]=1[N:29]1[CH:33]=[CH:32][CH:31]=[N:30]1)([CH3:16])([CH3:18])[CH3:17]. The yield is 0.230.